This data is from Catalyst prediction with 721,799 reactions and 888 catalyst types from USPTO. The task is: Predict which catalyst facilitates the given reaction. Reactant: C(#N)C.[F:4][C:5]1[CH:6]=[C:7]([N+:12]([O-:14])=[O:13])[CH:8]=[CH:9][C:10]=1F.[NH:15]1[CH2:20][CH2:19][CH2:18][CH2:17][CH2:16]1. Product: [F:4][C:5]1[CH:6]=[C:7]([N+:12]([O-:14])=[O:13])[CH:8]=[CH:9][C:10]=1[N:15]1[CH2:20][CH2:19][CH2:18][CH2:17][CH2:16]1. The catalyst class is: 2.